Task: Predict the product of the given reaction.. Dataset: Forward reaction prediction with 1.9M reactions from USPTO patents (1976-2016) Given the reactants [NH2:1][C:2]1[CH:3]=[C:4]([C:37]2[CH:38]=[CH:39][CH:40]=[C:41]3[C:45]=2[N:44]([CH3:46])[N:43]=[C:42]3[NH:47][S:48]([CH3:51])(=[O:50])=[O:49])[C:5]([C@@H:8]([NH:18][C:19](=[O:36])[CH2:20][N:21]2[C:25]3[C:26]([F:31])([F:30])[C@@H:27]4[CH2:29][C@@H:28]4[C:24]=3[C:23]([C:32]([F:35])([F:34])[F:33])=[N:22]2)[CH2:9][C:10]2[CH:15]=[C:14]([F:16])[CH:13]=[C:12]([F:17])[CH:11]=2)=[N:6][CH:7]=1.[C:52](OC(=O)C)(=[O:54])[CH3:53].C(N(CC)CC)C, predict the reaction product. The product is: [NH2:1][C:2]1[CH:3]=[C:4]([C:37]2[CH:38]=[CH:39][CH:40]=[C:41]3[C:45]=2[N:44]([CH3:46])[N:43]=[C:42]3[N:47]([S:48]([CH3:51])(=[O:49])=[O:50])[C:52](=[O:54])[CH3:53])[C:5]([C@@H:8]([NH:18][C:19](=[O:36])[CH2:20][N:21]2[C:25]3[C:26]([F:30])([F:31])[C@@H:27]4[CH2:29][C@@H:28]4[C:24]=3[C:23]([C:32]([F:35])([F:33])[F:34])=[N:22]2)[CH2:9][C:10]2[CH:11]=[C:12]([F:17])[CH:13]=[C:14]([F:16])[CH:15]=2)=[N:6][CH:7]=1.